This data is from Drug-target binding data from BindingDB using IC50 measurements. The task is: Regression. Given a target protein amino acid sequence and a drug SMILES string, predict the binding affinity score between them. We predict pIC50 (pIC50 = -log10(IC50 in M); higher means more potent). Dataset: bindingdb_ic50. The drug is O=C(CC1Sc2ccccc2N(CC(=O)N2CCCC2)C1=O)NO. The target protein (P68826) has sequence MLTMKDIIRDGHPTLRQKAAELELPLTKEEKETLIAMREFLVNSQDEEIAKRYGLRSGVGLAAPQINISKRMIAVLIPDDGSGKSYDYMLVNPKIVSHSVQEAYLPTGEGCLSVDDNVAGLVHRHNRITIKAKDIEGNDIQLRLKGYPAIVFQHEIDHLNGVMFYDHIDKNHPLQPHTDAVEV. The pIC50 is 6.4.